The task is: Predict the reactants needed to synthesize the given product.. This data is from Full USPTO retrosynthesis dataset with 1.9M reactions from patents (1976-2016). (1) Given the product [Cl:31][C:32]1[CH:33]=[C:34]([C:2]2[CH:3]=[C:4]([O:29][CH3:30])[C:5]([N:9]3[C:18]4[C:13](=[CH:14][C:15]([S:19]([NH:22][C:23]5[CH:27]=[CH:26][O:25][N:24]=5)(=[O:21])=[O:20])=[CH:16][CH:17]=4)[CH:12]=[CH:11][C:10]3=[O:28])=[CH:6][C:7]=2[F:8])[CH:35]=[CH:36][C:37]=1[F:38], predict the reactants needed to synthesize it. The reactants are: Br[C:2]1[C:7]([F:8])=[CH:6][C:5]([N:9]2[C:18]3[C:13](=[CH:14][C:15]([S:19]([NH:22][C:23]4[CH:27]=[CH:26][O:25][N:24]=4)(=[O:21])=[O:20])=[CH:16][CH:17]=3)[CH:12]=[CH:11][C:10]2=[O:28])=[C:4]([O:29][CH3:30])[CH:3]=1.[Cl:31][C:32]1[CH:33]=[C:34](B(O)O)[CH:35]=[CH:36][C:37]=1[F:38].COC1CCCC1.C(=O)([O-])[O-].[Na+].[Na+]. (2) Given the product [CH3:13][O:12][C:11]1[C:10]2[N:9]=[C:8]([NH:14][C:15]([C:17]3[CH:22]=[N:21][CH:20]=[CH:26][CH:18]=3)=[O:16])[N:7]3[CH2:23][CH2:24][N:25]=[C:6]3[C:5]=2[CH:4]=[CH:3][C:2]=1[O:36][CH2:37][CH2:38][O:39][CH2:40][CH2:41][NH:42][C:43](=[O:44])[O:45][C:46]([CH3:49])([CH3:48])[CH3:47], predict the reactants needed to synthesize it. The reactants are: O[C:2]1[CH:3]=[CH:4][C:5]2[C:6]3[N:7]([CH2:23][CH2:24][N:25]=3)[C:8]([NH:14][C:15]([C:17]3[CH:18]=N[CH:20]=[N:21][CH:22]=3)=[O:16])=[N:9][C:10]=2[C:11]=1[O:12][CH3:13].[C:26](=O)([O-])[O-].[Cs+].[Cs+].CS([O:36][CH2:37][CH2:38][O:39][CH2:40][CH2:41][NH:42][C:43]([O:45][C:46]([CH3:49])([CH3:48])[CH3:47])=[O:44])(=O)=O.O.